Dataset: Catalyst prediction with 721,799 reactions and 888 catalyst types from USPTO. Task: Predict which catalyst facilitates the given reaction. (1) Reactant: [NH2:1][C:2]1[C:3]([F:23])=[CH:4][C:5]([CH3:22])=[C:6]([C:8]2[C:9](=[O:21])[N:10]([CH2:19][CH3:20])[C:11]3[C:16]([CH:17]=2)=[CH:15][N:14]=[C:13](Cl)[CH:12]=3)[CH:7]=1.[CH3:24][O:25][C:26]1[CH:33]=[CH:32][C:29]([CH2:30][NH2:31])=[CH:28][CH:27]=1. Product: [CH3:24][O:25][C:26]1[CH:33]=[CH:32][C:29]([CH2:30][NH:31][C:13]2[CH:12]=[C:11]3[C:16]([CH:17]=[C:8]([C:6]4[CH:7]=[C:2]([NH2:1])[C:3]([F:23])=[CH:4][C:5]=4[CH3:22])[C:9](=[O:21])[N:10]3[CH2:19][CH3:20])=[CH:15][N:14]=2)=[CH:28][CH:27]=1. The catalyst class is: 15. (2) Product: [CH3:13][C:1]1[CH:6]=[C:5]([CH3:7])[CH:4]=[C:3]([CH3:8])[C:2]=1[S:9]([N:14]1[CH2:19][CH2:18][CH:17]([CH2:20][CH2:21][O:22][S:9]([C:2]2[C:3]([CH3:8])=[CH:4][C:5]([CH3:7])=[CH:6][C:1]=2[CH3:13])(=[O:11])=[O:10])[CH2:16][CH2:15]1)(=[O:11])=[O:10]. The catalyst class is: 17. Reactant: [C:1]1([CH3:13])[CH:6]=[C:5]([CH3:7])[CH:4]=[C:3]([CH3:8])[C:2]=1[S:9](Cl)(=[O:11])=[O:10].[NH:14]1[CH2:19][CH2:18][CH:17]([CH2:20][CH2:21][OH:22])[CH2:16][CH2:15]1. (3) Reactant: C([O:8][C:9]1[CH:18]=[C:17]2[C:12]([C:13]([O:19][C:20]3[CH:21]=[C:22]([CH:24]=[CH:25][CH:26]=3)[NH2:23])=[N:14][CH:15]=[N:16]2)=[CH:11][C:10]=1[O:27][CH3:28])C1C=CC=CC=1.[H][H]. Product: [NH2:23][C:22]1[CH:21]=[C:20]([CH:26]=[CH:25][CH:24]=1)[O:19][C:13]1[C:12]2[C:17](=[CH:18][C:9]([OH:8])=[C:10]([O:27][CH3:28])[CH:11]=2)[N:16]=[CH:15][N:14]=1. The catalyst class is: 29. (4) Reactant: C([Si](C)(C)[O:6][CH2:7][CH2:8][N:9]1[CH:13]=[CH:12][C:11]([NH:14][C:15](=[O:33])[C@@H:16]([C:23]2[CH:28]=[CH:27][CH:26]=[C:25]([C:29]([F:32])([F:31])[F:30])[CH:24]=2)[CH2:17][CH:18]2[CH2:22][CH2:21][CH2:20][CH2:19]2)=[N:10]1)(C)(C)C.C(O)C. Product: [CH:18]1([CH2:17][C@H:16]([C:23]2[CH:28]=[CH:27][CH:26]=[C:25]([C:29]([F:31])([F:32])[F:30])[CH:24]=2)[C:15]([NH:14][C:11]2[CH:12]=[CH:13][N:9]([CH2:8][CH2:7][OH:6])[N:10]=2)=[O:33])[CH2:22][CH2:21][CH2:20][CH2:19]1. The catalyst class is: 601. (5) Reactant: CC1(C)C(C)(C)OB([C:9]2[CH:10]=[C:11]([C:15]3[CH:16]=NC=N[CH:20]=3)[CH:12]=[CH:13][CH:14]=2)O1.[C:35]1(P([C:35]2[CH:40]=[CH:39][CH:38]=[CH:37][CH:36]=2)[C:35]2[CH:40]=[CH:39][CH:38]=[CH:37][CH:36]=2)[CH:40]=[CH:39][CH:38]=[CH:37][CH:36]=1.[C:41]1([C:72]2[CH:77]=[CH:76][CH:75]=[C:74](C3C=CC=CC=3)[CH:73]=2)[CH:46]=[C:45]([C:47]2[CH:52]=[C:51]([C:53]3[CH:54]=[CH:55][CH:56]=[C:57]([C:59]4[CH:64]=[CH:63][CH:62]=[C:61](C5C=CC=CC=5)[CH:60]=4)[CH:58]=3)[N:50]=[C:49]([Cl:71])[N:48]=2)C=CC=1. Product: [C:72]1([C:41]2[CH:46]=[C:45]([C:47]3[CH:52]=[C:51]([C:53]4[CH:54]=[C:55]([C:35]5[CH:36]=[CH:37][CH:38]=[CH:39][CH:40]=5)[CH:56]=[C:57]([C:59]5[CH:64]=[CH:63][CH:62]=[CH:61][CH:60]=5)[CH:58]=4)[N:50]=[C:49]([Cl:71])[N:48]=3)[CH:20]=[C:15]([C:11]3[CH:10]=[CH:9][CH:14]=[CH:13][CH:12]=3)[CH:16]=2)[CH:73]=[CH:74][CH:75]=[CH:76][CH:77]=1. The catalyst class is: 848. (6) Reactant: [CH2:1]([C:5]1[CH:10]=[CH:9][C:8]([C:11]#[C:12][C:13]2[CH:20]=[CH:19][C:16]([CH:17]=O)=[CH:15][CH:14]=2)=[CH:7][CH:6]=1)[CH2:2][CH2:3][CH3:4].[Cl:21][C:22]1[CH:27]=[CH:26][C:25]([CH2:28][CH2:29][NH2:30])=[CH:24][CH:23]=1.[BH4-].[Na+].[Na+].[Cl-]. Product: [CH2:1]([C:5]1[CH:10]=[CH:9][C:8]([C:11]#[C:12][C:13]2[CH:20]=[CH:19][C:16]([CH2:17][NH:30][CH2:29][CH2:28][C:25]3[CH:26]=[CH:27][C:22]([Cl:21])=[CH:23][CH:24]=3)=[CH:15][CH:14]=2)=[CH:7][CH:6]=1)[CH2:2][CH2:3][CH3:4]. The catalyst class is: 93. (7) The catalyst class is: 63. Reactant: [CH:1]1([C:4]2[CH:5]=[C:6]([N+:20]([O-])=O)[CH:7]=[C:8]3[C:12]=2[N:11]([C:13]2[N:18]=[CH:17][C:16]([CH3:19])=[CH:15][N:14]=2)[CH:10]=[CH:9]3)[CH2:3][CH2:2]1. Product: [CH:1]1([C:4]2[CH:5]=[C:6]([NH2:20])[CH:7]=[C:8]3[C:12]=2[N:11]([C:13]2[N:14]=[CH:15][C:16]([CH3:19])=[CH:17][N:18]=2)[CH:10]=[CH:9]3)[CH2:3][CH2:2]1. (8) The catalyst class is: 4. Product: [CH2:10]([O:12][C:13]1[CH:20]=[CH:19][C:16]([CH2:17][NH:7][C:6]2[CH:8]=[CH:9][C:3]([S:2][CH3:1])=[CH:4][CH:5]=2)=[CH:15][CH:14]=1)[CH3:11]. Reactant: [CH3:1][S:2][C:3]1[CH:9]=[CH:8][C:6]([NH2:7])=[CH:5][CH:4]=1.[CH2:10]([O:12][C:13]1[CH:20]=[CH:19][C:16]([CH:17]=O)=[CH:15][CH:14]=1)[CH3:11].C(O[BH-](OC(=O)C)OC(=O)C)(=O)C.[Na+]. (9) Reactant: [OH:1][NH:2][C:3]([C:5]1[CH:14]=[CH:13][C:12]2[C:7](=[CH:8][CH:9]=[CH:10][CH:11]=2)[CH:6]=1)=[NH:4].CCN(C(C)C)C(C)C.[Cl:24][CH2:25][C:26](Cl)=O. Product: [Cl:24][CH2:25][C:26]1[O:1][N:2]=[C:3]([C:5]2[CH:14]=[CH:13][C:12]3[C:7](=[CH:8][CH:9]=[CH:10][CH:11]=3)[CH:6]=2)[N:4]=1. The catalyst class is: 68.